Dataset: Full USPTO retrosynthesis dataset with 1.9M reactions from patents (1976-2016). Task: Predict the reactants needed to synthesize the given product. (1) Given the product [OH:19][CH:20]([C:31]1[C:32]([C:46]2[CH:51]=[CH:50][CH:49]=[CH:48][CH:47]=2)=[N:33][N:34]2[CH:39]=[C:38]([S:44][CH3:45])[CH:37]=[CH:36][C:35]=12)[C:21]1[N:26]=[C:25]([C:27]([O:29][CH3:30])=[O:28])[CH:24]=[CH:23][CH:22]=1, predict the reactants needed to synthesize it. The reactants are: [F-].C([N+](CCCC)(CCCC)CCCC)CCC.[OH:19][CH:20]([C:31]1[C:32]([C:46]2[CH:51]=[CH:50][CH:49]=[CH:48][CH:47]=2)=[N:33][N:34]2[C:39]([Si](C)(C)C)=[C:38]([S:44][CH3:45])[CH:37]=[CH:36][C:35]=12)[C:21]1[N:26]=[C:25]([C:27]([O:29][CH3:30])=[O:28])[CH:24]=[CH:23][CH:22]=1.[Cl-].[NH4+]. (2) Given the product [CH:1]1([C:4]2[CH:5]=[C:6]([CH:11]3[CH2:16][CH2:15][N:14]([C:17]([O:19][CH2:20][C:21]4[CH:26]=[CH:25][CH:24]=[CH:23][CH:22]=4)=[O:18])[CH2:13][CH2:12]3)[C:7](=[O:10])[NH:8][N:9]=2)[CH2:3][CH2:2]1, predict the reactants needed to synthesize it. The reactants are: [CH:1]1([C:4]2[CH2:5][CH:6]([CH:11]3[CH2:16][CH2:15][N:14]([C:17]([O:19][CH2:20][C:21]4[CH:26]=[CH:25][CH:24]=[CH:23][CH:22]=4)=[O:18])[CH2:13][CH2:12]3)[C:7](=[O:10])[NH:8][N:9]=2)[CH2:3][CH2:2]1. (3) Given the product [CH3:13][C@@H:14]([N:21]1[CH2:2][C:3](=[O:4])[C:5]2([CH2:6][CH2:7]2)[C:8]1=[O:10])[C:15]1[CH:20]=[CH:19][CH:18]=[CH:17][CH:16]=1, predict the reactants needed to synthesize it. The reactants are: Br[CH2:2][C:3]([C:5]1([C:8]([O:10]CC)=O)[CH2:7][CH2:6]1)=[O:4].[CH3:13][C@@H:14]([NH2:21])[C:15]1[CH:20]=[CH:19][CH:18]=[CH:17][CH:16]=1.CCN(CC)CC.